The task is: Regression. Given two drug SMILES strings and cell line genomic features, predict the synergy score measuring deviation from expected non-interaction effect.. This data is from NCI-60 drug combinations with 297,098 pairs across 59 cell lines. (1) Drug 1: CC1OCC2C(O1)C(C(C(O2)OC3C4COC(=O)C4C(C5=CC6=C(C=C35)OCO6)C7=CC(=C(C(=C7)OC)O)OC)O)O. Drug 2: CN1C2=C(C=C(C=C2)N(CCCl)CCCl)N=C1CCCC(=O)O.Cl. Cell line: NCI/ADR-RES. Synergy scores: CSS=0.557, Synergy_ZIP=0.393, Synergy_Bliss=-1.38, Synergy_Loewe=-2.60, Synergy_HSA=-3.19. (2) Drug 1: C1CCC(C1)C(CC#N)N2C=C(C=N2)C3=C4C=CNC4=NC=N3. Drug 2: CN(CC1=CN=C2C(=N1)C(=NC(=N2)N)N)C3=CC=C(C=C3)C(=O)NC(CCC(=O)O)C(=O)O. Cell line: SK-MEL-5. Synergy scores: CSS=12.5, Synergy_ZIP=4.18, Synergy_Bliss=4.05, Synergy_Loewe=-43.0, Synergy_HSA=-12.1. (3) Drug 1: CS(=O)(=O)C1=CC(=C(C=C1)C(=O)NC2=CC(=C(C=C2)Cl)C3=CC=CC=N3)Cl. Drug 2: C1=C(C(=O)NC(=O)N1)N(CCCl)CCCl. Cell line: MOLT-4. Synergy scores: CSS=42.4, Synergy_ZIP=0.403, Synergy_Bliss=-1.77, Synergy_Loewe=-19.7, Synergy_HSA=-0.938. (4) Drug 1: CC1OCC2C(O1)C(C(C(O2)OC3C4COC(=O)C4C(C5=CC6=C(C=C35)OCO6)C7=CC(=C(C(=C7)OC)O)OC)O)O. Drug 2: CCCS(=O)(=O)NC1=C(C(=C(C=C1)F)C(=O)C2=CNC3=C2C=C(C=N3)C4=CC=C(C=C4)Cl)F. Cell line: NCI-H522. Synergy scores: CSS=23.8, Synergy_ZIP=-6.78, Synergy_Bliss=-1.02, Synergy_Loewe=-9.31, Synergy_HSA=-1.09.